From a dataset of Catalyst prediction with 721,799 reactions and 888 catalyst types from USPTO. Predict which catalyst facilitates the given reaction. (1) Reactant: [Br:1][C:2]1[CH:3]=[C:4]([C:8](=O)[CH:9]=[CH:10][N:11](C)C)[S:5][C:6]=1[Br:7].O.[NH2:16]N. Product: [Br:1][C:2]1[CH:3]=[C:4]([C:8]2[CH:9]=[CH:10][NH:11][N:16]=2)[S:5][C:6]=1[Br:7]. The catalyst class is: 8. (2) Reactant: Br[C:2]1[CH:7]=[CH:6][CH:5]=[C:4]([CH2:8][O:9][Si:10]([C:13]([CH3:16])([CH3:15])[CH3:14])([CH3:12])[CH3:11])[N:3]=1.CCCCCC.[Li]CCCC.[CH3:28][C:29](N(C)C)=[O:30]. Product: [C:29]([C:2]1[CH:7]=[CH:6][CH:5]=[C:4]([CH2:8][O:9][Si:10]([C:13]([CH3:16])([CH3:15])[CH3:14])([CH3:12])[CH3:11])[N:3]=1)(=[O:30])[CH3:28]. The catalyst class is: 332. (3) Reactant: [C:1]([C:5]1[N:10]=[C:9]([N:11]2[CH2:16][CH2:15][N:14]([CH2:17][CH2:18][CH2:19][CH2:20][NH2:21])[CH2:13][CH2:12]2)[CH:8]=[C:7]([C:22]([F:25])([F:24])[F:23])[N:6]=1)([CH3:4])([CH3:3])[CH3:2].C1N=CN([C:31](N2C=NC=C2)=[O:32])C=1.[C:38]([C:40]1[CH:41]=[C:42]([N:46]2[CH2:51][CH2:50][NH:49][CH2:48][CH2:47]2)[CH:43]=[CH:44][CH:45]=1)#[N:39]. Product: [C:1]([C:5]1[N:10]=[C:9]([N:11]2[CH2:16][CH2:15][N:14]([CH2:17][CH2:18][CH2:19][CH2:20][NH:21][C:31]([N:49]3[CH2:50][CH2:51][N:46]([C:42]4[CH:43]=[CH:44][CH:45]=[C:40]([C:38]#[N:39])[CH:41]=4)[CH2:47][CH2:48]3)=[O:32])[CH2:13][CH2:12]2)[CH:8]=[C:7]([C:22]([F:24])([F:25])[F:23])[N:6]=1)([CH3:4])([CH3:2])[CH3:3]. The catalyst class is: 147. (4) Reactant: C([Li])CCC.[CH3:6][O:7][C:8]1[C:9]([C:24]([OH:26])=[O:25])=[CH:10][S:11][C:12]=1[CH2:13][C:14]1[CH:19]=[CH:18][CH:17]=[C:16]([C:20]([F:23])([F:22])[F:21])[CH:15]=1.[CH:27]1([CH2:30][C:31](N(OC)C)=[O:32])[CH2:29][CH2:28]1.O. Product: [CH:27]1([CH2:30][C:31]([C:10]2[S:11][C:12]([CH2:13][C:14]3[CH:19]=[CH:18][CH:17]=[C:16]([C:20]([F:21])([F:22])[F:23])[CH:15]=3)=[C:8]([O:7][CH3:6])[C:9]=2[C:24]([OH:26])=[O:25])=[O:32])[CH2:29][CH2:28]1. The catalyst class is: 7.